From a dataset of Catalyst prediction with 721,799 reactions and 888 catalyst types from USPTO. Predict which catalyst facilitates the given reaction. (1) Reactant: [Cl:1][C:2]1[C:3]([F:24])=[C:4]([C:16]2[CH:21]=[C:20]([O:22]C)[N:19]=[CH:18][N:17]=2)[C:5]([N:8]2[CH:12]=[C:11]([CH:13]3[CH2:15][CH2:14]3)[N:10]=[N:9]2)=[CH:6][CH:7]=1.Br. Product: [Cl:1][C:2]1[C:3]([F:24])=[C:4]([C:16]2[N:17]=[CH:18][N:19]=[C:20]([OH:22])[CH:21]=2)[C:5]([N:8]2[CH:12]=[C:11]([CH:13]3[CH2:15][CH2:14]3)[N:10]=[N:9]2)=[CH:6][CH:7]=1. The catalyst class is: 52. (2) Reactant: [CH2:1]([O:8][C:9]1[CH:10]=[C:11]([NH:16][C:17]2[CH:18]=[N:19][CH:20]=[CH:21][CH:22]=2)[CH:12]=[C:13](Br)[CH:14]=1)[C:2]1[CH:7]=[CH:6][CH:5]=[CH:4][CH:3]=1.[B:23]1([B:23]2[O:27][C:26]([CH3:29])([CH3:28])[C:25]([CH3:31])([CH3:30])[O:24]2)[O:27][C:26]([CH3:29])([CH3:28])[C:25]([CH3:31])([CH3:30])[O:24]1.C([O-])(=O)C.[K+]. Product: [CH2:1]([O:8][C:9]1[CH:10]=[C:11]([NH:16][C:17]2[CH:18]=[N:19][CH:20]=[CH:21][CH:22]=2)[CH:12]=[C:13]([B:23]2[O:27][C:26]([CH3:29])([CH3:28])[C:25]([CH3:31])([CH3:30])[O:24]2)[CH:14]=1)[C:2]1[CH:7]=[CH:6][CH:5]=[CH:4][CH:3]=1. The catalyst class is: 16. (3) Reactant: OS(C(F)(F)F)(=O)=O.[CH3:9][C:10]1[CH:15]=[CH:14][C:13]([S:16]([O:19][CH2:20][CH:21]2[CH2:26][CH2:25][CH:24]([OH:27])[CH2:23][CH2:22]2)(=[O:18])=[O:17])=[CH:12][CH:11]=1.ClC(Cl)(Cl)C(=N)O[CH2:32][C:33]1[CH:38]=[CH:37][CH:36]=[CH:35][CH:34]=1.C([O-])(O)=O.[Na+]. Product: [CH3:9][C:10]1[CH:15]=[CH:14][C:13]([S:16]([O:19][CH2:20][C@H:21]2[CH2:26][CH2:25][C@@H:24]([O:27][CH2:32][C:33]3[CH:38]=[CH:37][CH:36]=[CH:35][CH:34]=3)[CH2:23][CH2:22]2)(=[O:18])=[O:17])=[CH:12][CH:11]=1. The catalyst class is: 2. (4) Reactant: [CH2:1]([O:3][CH:4]1[CH2:9][CH2:8][C:7]([C:10]2[CH:18]=[CH:17][C:16]([N+:19]([O-])=O)=[C:15]3[C:11]=2[CH2:12][N:13]([CH3:23])[C:14]3=[O:22])=[CH:6][CH2:5]1)[CH3:2]. Product: [NH2:19][C:16]1[CH:17]=[CH:18][C:10]([C@H:7]2[CH2:8][CH2:9][C@H:4]([O:3][CH2:1][CH3:2])[CH2:5][CH2:6]2)=[C:11]2[C:15]=1[C:14](=[O:22])[N:13]([CH3:23])[CH2:12]2. The catalyst class is: 63. (5) Product: [CH2:1]([C:3]1[CH:8]=[CH:7][C:6]([C:9]2[CH:14]=[C:13]3[C:12](=[C:11]([F:21])[C:10]=2[F:22])[O:20][CH:17]([CH3:18])[CH2:16][CH2:15]3)=[CH:5][CH:4]=1)[CH3:2]. Reactant: [CH2:1]([C:3]1[CH:8]=[CH:7][C:6]([C:9]2[CH:14]=[C:13]([CH2:15][CH2:16][CH:17](O)[CH3:18])[C:12]([OH:20])=[C:11]([F:21])[C:10]=2[F:22])=[CH:5][CH:4]=1)[CH3:2].S(=O)(=O)(O)O.[OH-].[Na+]. The catalyst class is: 15. (6) Reactant: [N+:1]([C:4]1[CH:5]=[C:6]2[C:11](=[CH:12][CH:13]=1)[N:10]=[CH:9][N:8]=[C:7]2O)([O-:3])=[O:2].C(N(C(C)C)C(C)C)C.P(Cl)(Cl)([Cl:26])=O. Product: [Cl:26][C:7]1[C:6]2[C:11](=[CH:12][CH:13]=[C:4]([N+:1]([O-:3])=[O:2])[CH:5]=2)[N:10]=[CH:9][N:8]=1. The catalyst class is: 68. (7) Reactant: C[O:2][C:3](=[O:24])[C:4]1[CH:9]=[C:8]([O:10][CH3:11])[C:7]([Cl:12])=[C:6]([O:13][CH2:14][CH2:15][C:16]2[CH:21]=[CH:20][C:19]([Cl:22])=[CH:18][C:17]=2[Cl:23])[CH:5]=1.O.[OH-].[Na+].Cl. Product: [Cl:12][C:7]1[C:8]([O:10][CH3:11])=[CH:9][C:4]([C:3]([OH:24])=[O:2])=[CH:5][C:6]=1[O:13][CH2:14][CH2:15][C:16]1[CH:21]=[CH:20][C:19]([Cl:22])=[CH:18][C:17]=1[Cl:23]. The catalyst class is: 12.